Dataset: Reaction yield outcomes from USPTO patents with 853,638 reactions. Task: Predict the reaction yield, written as a fraction of the theoretical maximum amount of product (1.0 means a 100% yield; for example, 0.34 means a 34% yield). (1) The reactants are [Cl-].O[NH3+:3].[C:4](=[O:7])([O-])[OH:5].[Na+].CS(C)=O.[CH2:13]([O:15][C:16]1[N:21]=[CH:20][C:19]([C:22]2[C:27](=[O:28])[N:26]([CH2:29][C:30]3[CH:35]=[CH:34][C:33]([C:36]4[C:37]([C:42]#[N:43])=[CH:38][CH:39]=[CH:40][CH:41]=4)=[CH:32][CH:31]=3)[C:25]([CH2:44][CH2:45][CH3:46])=[N:24][C:23]=2[CH2:47][CH3:48])=[CH:18][CH:17]=1)[CH3:14]. The catalyst is C(OCC)(=O)C. The product is [CH2:13]([O:15][C:16]1[N:21]=[CH:20][C:19]([C:22]2[C:27](=[O:28])[N:26]([CH2:29][C:30]3[CH:35]=[CH:34][C:33]([C:36]4[CH:41]=[CH:40][CH:39]=[CH:38][C:37]=4[C:42]4[NH:3][C:4](=[O:7])[O:5][N:43]=4)=[CH:32][CH:31]=3)[C:25]([CH2:44][CH2:45][CH3:46])=[N:24][C:23]=2[CH2:47][CH3:48])=[CH:18][CH:17]=1)[CH3:14]. The yield is 0.600. (2) The reactants are [C:9](O[C:9]([O:11][C:12]([CH3:15])([CH3:14])[CH3:13])=[O:10])([O:11][C:12]([CH3:15])([CH3:14])[CH3:13])=[O:10].[Cl:16][C:17]1[CH:22]=[CH:21][CH:20]=[C:19]([Cl:23])[C:18]=1[N:24]1[C:28]([CH2:29][O:30][C:31]2[CH:36]=[CH:35][C:34]([NH2:37])=[C:33]([CH3:38])[CH:32]=2)=[C:27]([CH:39]([CH3:41])[CH3:40])[CH:26]=[N:25]1.C(N(CC)CC)C. The catalyst is ClCCl. The product is [C:12]([O:11][C:9](=[O:10])[NH:37][C:34]1[CH:35]=[CH:36][C:31]([O:30][CH2:29][C:28]2[N:24]([C:18]3[C:17]([Cl:16])=[CH:22][CH:21]=[CH:20][C:19]=3[Cl:23])[N:25]=[CH:26][C:27]=2[CH:39]([CH3:41])[CH3:40])=[CH:32][C:33]=1[CH3:38])([CH3:13])([CH3:14])[CH3:15]. The yield is 0.660. (3) The reactants are [C:1](N)(=O)[C:2]1[CH:7]=CC=C[CH:3]=1.[CH3:10][C:11]1[C:12]([O:35][CH:36]2[CH2:41][CH2:40][N:39]([CH3:42])[CH2:38][CH2:37]2)=[CH:13][CH:14]=[C:15]2[C:20]=1[O:19][C:18](=[O:21])[C:17]([NH:22][C:23](=[O:34])C(OCC1C=CC=CC=1)=O)=[CH:16]2.CO[C:45]1[CH:46]=[C:47](OCOC)[C:48]([CH3:55])=[C:49]([O:51][CH2:52][O:53]C)[CH:50]=1.N1C=CC=C[CH:61]=1. The catalyst is [Pd].C1COCC1. The product is [C:52]([O:51][C:49]1[CH:50]=[CH:45][C:46]([C:23](=[O:34])[NH:22][C:17]2[C:18](=[O:21])[O:19][C:20]3[C:15]([CH:16]=2)=[CH:14][CH:13]=[C:12]([O:35][CH:36]2[CH2:41][CH2:40][N:39]([CH3:42])[CH2:38][CH2:37]2)[C:11]=3[CH3:10])=[CH:47][C:48]=1[CH2:55][CH:1]=[C:2]([CH3:7])[CH3:3])(=[O:53])[CH3:61]. The yield is 0.730. (4) The reactants are [C:1](N1C=CN=C1)([N:3]1[CH:7]=[CH:6][N:5]=[CH:4]1)=[O:2].[CH:13]1([NH:18][C:19]2[CH:24]=[CH:23][C:22]([Cl:25])=[C:21]([Cl:26])[CH:20]=2)[CH2:17][CH2:16][CH2:15][CH2:14]1.NC1[S:29]C=CN=1. The catalyst is C1COCC1. The product is [CH:13]1([N:18]([C:19]2[CH:24]=[CH:23][C:22]([Cl:25])=[C:21]([Cl:26])[CH:20]=2)[C:1]([NH:3][C:4]2[S:29][CH:7]=[CH:6][N:5]=2)=[O:2])[CH2:14][CH2:15][CH2:16][CH2:17]1. The yield is 0.100. (5) The reactants are C[O:2][C:3](=[O:19])[CH:4]([O:8][C:9]1[N:14]=[C:13]([O:15][CH3:16])[CH:12]=[C:11]([O:17][CH3:18])[N:10]=1)[CH:5]([CH3:7])[CH3:6].[Li+].[OH-]. The catalyst is CO.O. The product is [CH3:16][O:15][C:13]1[CH:12]=[C:11]([O:17][CH3:18])[N:10]=[C:9]([O:8][CH:4]([CH:5]([CH3:7])[CH3:6])[C:3]([OH:19])=[O:2])[N:14]=1. The yield is 0.700. (6) The reactants are Cl[C:2]1[C:3]([CH:8]2[CH2:11][N:10]([C:12]3[CH:21]=[CH:20][C:19]4[C:14](=[CH:15][CH:16]=[CH:17][CH:18]=4)[N:13]=3)[CH2:9]2)=[N:4][CH:5]=[CH:6][N:7]=1.[CH2:22]([Sn](CCCC)(CCCC)C#CC)[CH2:23][CH2:24]C. The catalyst is O1CCOCC1.[Pd].C(P(C(C)(C)C)C(C)(C)C)(C)(C)C.C(P(C(C)(C)C)C(C)(C)C)(C)(C)C. The product is [C:22]([C:2]1[C:3]([CH:8]2[CH2:11][N:10]([C:12]3[CH:21]=[CH:20][C:19]4[C:14](=[CH:15][CH:16]=[CH:17][CH:18]=4)[N:13]=3)[CH2:9]2)=[N:4][CH:5]=[CH:6][N:7]=1)#[C:23][CH3:24]. The yield is 0.680.